This data is from Forward reaction prediction with 1.9M reactions from USPTO patents (1976-2016). The task is: Predict the product of the given reaction. (1) Given the reactants O.[F-].C([N+](C)(C)C)C1C=CC=CC=1.[CH2:14]([C:18]1([N:43]([CH3:45])[CH3:44])[CH2:23][CH2:22][CH:21]([CH2:24][O:25][CH2:26][C:27]2[C:35]3[C:30](=[N:31][CH:32]=[CH:33][CH:34]=3)[NH:29][C:28]=2[Si](CC)(CC)CC)[CH2:20][CH2:19]1)[CH2:15][CH2:16][CH3:17], predict the reaction product. The product is: [NH:29]1[C:30]2=[N:31][CH:32]=[CH:33][CH:34]=[C:35]2[C:27]([CH2:26][O:25][CH2:24][CH:21]2[CH2:20][CH2:19][C:18]([CH2:14][CH2:15][CH2:16][CH3:17])([N:43]([CH3:45])[CH3:44])[CH2:23][CH2:22]2)=[CH:28]1. (2) The product is: [C:1]([O:5][C:6](=[O:7])[NH:8][C:16]1[O:17][CH2:18][C@@:19]2([N:35]=1)[C:28]1([CH2:29][O:30][CH2:31]1)[C:27]([CH3:32])([CH3:33])[O:26][C:25]1[C:20]2=[CH:21][C:22]([NH2:58])=[CH:23][CH:24]=1)([CH3:3])([CH3:2])[CH3:4]. Given the reactants [C:1]([O:5][C:6]([N:8]([C:16]1[O:17][CH2:18][C@@:19]2([N:35]=1)[C:28]1([CH2:31][O:30][CH2:29]1)[C:27]([CH3:33])([CH3:32])[O:26][C:25]1[C:20]2=[CH:21][C:22](Br)=[CH:23][CH:24]=1)C(OC(C)(C)C)=O)=[O:7])([CH3:4])([CH3:3])[CH3:2].F[B-](F)(F)F.C([PH+](C(C)(C)C)C(C)(C)C)(C)(C)C.C[Si]([N-:58][Si](C)(C)C)(C)C.[Li+].Cl, predict the reaction product. (3) Given the reactants [Cl:1][C:2]1[C:7]([C:8]2[C:9](=[O:26])[N:10]([CH2:24][CH3:25])[C:11]3[C:16]([CH:17]=2)=[CH:15][N:14]=[C:13]([NH:18][CH2:19][CH2:20][N:21]([CH3:23])[CH3:22])[CH:12]=3)=[CH:6][C:5]([NH:27][C:28]([NH:30][C:31]2[CH:36]=[CH:35][CH:34]=[CH:33][CH:32]=2)=[O:29])=[C:4]([F:37])[CH:3]=1.[ClH:38], predict the reaction product. The product is: [ClH:1].[ClH:38].[Cl:1][C:2]1[C:7]([C:8]2[C:9](=[O:26])[N:10]([CH2:24][CH3:25])[C:11]3[C:16]([CH:17]=2)=[CH:15][N:14]=[C:13]([NH:18][CH2:19][CH2:20][N:21]([CH3:22])[CH3:23])[CH:12]=3)=[CH:6][C:5]([NH:27][C:28]([NH:30][C:31]2[CH:32]=[CH:33][CH:34]=[CH:35][CH:36]=2)=[O:29])=[C:4]([F:37])[CH:3]=1. (4) The product is: [Cl:7][C:8]1[CH:13]=[CH:12][C:11]([C:2]2[S:3][CH:4]=[CH:5][N:6]=2)=[CH:10][CH:9]=1. Given the reactants Br[C:2]1[S:3][CH:4]=[CH:5][N:6]=1.[Cl:7][C:8]1[CH:13]=[CH:12][C:11](B(O)O)=[CH:10][CH:9]=1, predict the reaction product. (5) Given the reactants C1([CH:7]([N:19]2[C:23]3[CH:24]=[C:25]([F:29])[C:26]([F:28])=[CH:27][C:22]=3[N:21]=[C:20]2C2C(OC)=NC(OC)=CC=2)[CH2:8][O:9]C2C=CC(C(O)=O)=CN=2)CCCCC1.[F:40][C:41]1([F:48])[CH2:46][CH2:45][C:44](=O)[CH2:43][CH2:42]1.[Cl:49][C:50]1[CH:58]=[CH:57][C:53](C(O)=O)=[CH:52][CH:51]=1.[CH2:59]([N+:66]#[C-])[C:60]1[CH:65]=[CH:64][CH:63]=[CH:62][CH:61]=1.Cl.C(=O)(O)[O-].[Na+], predict the reaction product. The product is: [CH2:59]([NH:66][C:8](=[O:9])[CH:7]([N:19]1[C:23]2[CH:24]=[C:25]([F:29])[C:26]([F:28])=[CH:27][C:22]=2[N:21]=[C:20]1[C:53]1[CH:57]=[CH:58][C:50]([Cl:49])=[CH:51][CH:52]=1)[CH:44]1[CH2:45][CH2:46][C:41]([F:48])([F:40])[CH2:42][CH2:43]1)[C:60]1[CH:65]=[CH:64][CH:63]=[CH:62][CH:61]=1. (6) Given the reactants [F:1][C:2]1[C:3]2[O:28][N:27]=[C:26]([C:29]3[CH:34]=[CH:33][N:32]=[C:31](S(C)(=O)=O)[N:30]=3)[C:4]=2[CH:5]=[C:6]2[C:19]=1[N:18]1[CH2:20][C@@H:21]([CH3:25])[O:22][C@@H:23]([CH3:24])[C@@H:17]1[C:8]1([C:13](=[O:14])[NH:12][C:11](=[O:15])[NH:10][C:9]1=[O:16])[CH2:7]2.C[Si](C)(C)[O-:41].[K+], predict the reaction product. The product is: [F:1][C:2]1[C:3]2[O:28][N:27]=[C:26]([C:29]3[CH:34]=[CH:33][N:32]=[C:31]([OH:41])[N:30]=3)[C:4]=2[CH:5]=[C:6]2[C:19]=1[N:18]1[CH2:20][C@@H:21]([CH3:25])[O:22][C@@H:23]([CH3:24])[C@@H:17]1[C:8]1([C:13](=[O:14])[NH:12][C:11](=[O:15])[NH:10][C:9]1=[O:16])[CH2:7]2.